The task is: Predict the reaction yield, written as a fraction of the theoretical maximum amount of product (1.0 means a 100% yield; for example, 0.34 means a 34% yield).. This data is from Reaction yield outcomes from USPTO patents with 853,638 reactions. (1) The reactants are [O:1]1[CH2:3][CH:2]1[C:4]1[CH:13]=[CH:12][C:7]([C:8]([O:10][CH3:11])=[O:9])=[CH:6][N:5]=1.C([O-])=O.[NH4+]. The catalyst is CCO.[Pd]. The product is [OH:1][CH2:3][CH2:2][C:4]1[CH:13]=[CH:12][C:7]([C:8]([O:10][CH3:11])=[O:9])=[CH:6][N:5]=1. The yield is 0.450. (2) The reactants are [CH2:1]([O:3][C:4]1[CH:8]=[C:7]([C:9]([OH:11])=O)[N:6]([CH3:12])[N:5]=1)[CH3:2].O1CCCC1.C(Cl)(=O)C(Cl)=O.[NH2:24][C:25]1[CH:26]=[C:27]([CH:44]=[CH:45][C:46]=1[F:47])[O:28][C:29]1[CH:30]=[CH:31][C:32]2[N:33]([CH:35]=[C:36]([NH:38][C:39]([CH:41]3[CH2:43][CH2:42]3)=[O:40])[N:37]=2)[N:34]=1. The catalyst is CN(C)C=O.CN1CCCC1=O. The product is [CH:41]1([C:39]([NH:38][C:36]2[N:37]=[C:32]3[CH:31]=[CH:30][C:29]([O:28][C:27]4[CH:44]=[CH:45][C:46]([F:47])=[C:25]([NH:24][C:9]([C:7]5[N:6]([CH3:12])[N:5]=[C:4]([O:3][CH2:1][CH3:2])[CH:8]=5)=[O:11])[CH:26]=4)=[N:34][N:33]3[CH:35]=2)=[O:40])[CH2:42][CH2:43]1. The yield is 0.380. (3) The reactants are C([O:8][C:9]1[CH:14]=[CH:13][C:12](/[CH:15]=[C:16](\[O:22][CH2:23][CH3:24])/[C:17]([O:19][CH2:20][CH3:21])=[O:18])=[CH:11][C:10]=1[N+:25]([O-])=O)C1C=CC=CC=1. The catalyst is C(OC(=O)C)C.[Pd]. The product is [NH2:25][C:10]1[CH:11]=[C:12]([CH2:15][CH:16]([O:22][CH2:23][CH3:24])[C:17]([O:19][CH2:20][CH3:21])=[O:18])[CH:13]=[CH:14][C:9]=1[OH:8]. The yield is 0.130. (4) The reactants are [CH3:1][C:2]1[CH:31]=[CH:30][C:5]([C:6]([NH:8][C:9]2[C:22]3[C:21](=[O:23])[C:20]4[C:15](=[CH:16][CH:17]=[CH:18][CH:19]=4)[C:14](=[O:24])[C:13]=3[CH:12]=[CH:11][C:10]=2[NH:25][C:26](=[O:29])[CH2:27]Cl)=[O:7])=[CH:4][CH:3]=1.CCN(C(C)C)C(C)C.[N:41]1[CH:46]=[CH:45][CH:44]=[N:43][C:42]=1[N:47]1[CH2:52][CH2:51][NH:50][CH2:49][CH2:48]1.C(OCC)(=O)C. The catalyst is O1CCCC1.CCO.CCCCCC. The product is [CH3:1][C:2]1[CH:31]=[CH:30][C:5]([C:6]([NH:8][C:9]2[C:22]3[C:21](=[O:23])[C:20]4[C:15](=[CH:16][CH:17]=[CH:18][CH:19]=4)[C:14](=[O:24])[C:13]=3[CH:12]=[CH:11][C:10]=2[NH:25][C:26](=[O:29])[CH2:27][N:50]2[CH2:51][CH2:52][N:47]([C:42]3[N:41]=[CH:46][CH:45]=[CH:44][N:43]=3)[CH2:48][CH2:49]2)=[O:7])=[CH:4][CH:3]=1. The yield is 0.410. (5) The reactants are [H-].[Na+].[NH:3]1[C:7]2[CH:8]=[CH:9][CH:10]=[CH:11][C:6]=2[N:5]=[C:4]1[C:12]1[N:13]=[CH:14][N:15]2[C:20](=[O:21])[N:19]([CH2:22][C:23]#[CH:24])[N:18]=[N:17][C:16]=12.[CH3:25]I. The catalyst is CN(C=O)C. The product is [CH3:25][N:5]1[C:6]2[CH:11]=[CH:10][CH:9]=[CH:8][C:7]=2[N:3]=[C:4]1[C:12]1[N:13]=[CH:14][N:15]2[C:20](=[O:21])[N:19]([CH2:22][C:23]#[CH:24])[N:18]=[N:17][C:16]=12. The yield is 0.620. (6) The reactants are [NH2:1][C:2]1[N:23]=[C:22](Cl)[CH:21]=[CH:20][C:3]=1[C:4]([NH:6][CH2:7][C:8]1[S:9][C:10]([O:13][C:14]2[CH:19]=[CH:18][CH:17]=[CH:16][CH:15]=2)=[CH:11][CH:12]=1)=[O:5].C1C=C[C:28]([CH2:31][C:32]([NH:34]C[NH:34][C@H:32](C(O)=O)[CH2:31][C:28]2C=CC([N+]([O-])=O)=CC=2)=O)=CC=1.C(N)CC. The catalyst is CS(C)=O.C(N(CC)C(C)C)(C)C.[Cl-].[Na+].O. The product is [NH2:1][C:2]1[N:23]=[C:22]([NH:34][CH2:32][CH2:31][CH3:28])[CH:21]=[CH:20][C:3]=1[C:4]([NH:6][CH2:7][C:8]1[S:9][C:10]([O:13][C:14]2[CH:19]=[CH:18][CH:17]=[CH:16][CH:15]=2)=[CH:11][CH:12]=1)=[O:5]. The yield is 0.420.